Task: Predict the product of the given reaction.. Dataset: Forward reaction prediction with 1.9M reactions from USPTO patents (1976-2016) (1) Given the reactants FC(F)(F)C(O)=O.[S:8]1[C:12]2[CH:13]=[CH:14][CH:15]=[CH:16][C:11]=2[N:10]=[C:9]1[S:17]([N:20]1[CH2:25][CH2:24][NH:23][CH2:22][C:21]1=[O:26])(=[O:19])=[O:18].[CH2:27]([O:34][C:35]([NH:37][C:38]1[NH:39][C:40](=[O:51])[C:41]2[N:42]=[CH:43][N:44]([CH2:47][C:48](O)=[O:49])[C:45]=2[N:46]=1)=[O:36])[C:28]1[CH:33]=[CH:32][CH:31]=[CH:30][CH:29]=1, predict the reaction product. The product is: [S:8]1[C:12]2[CH:13]=[CH:14][CH:15]=[CH:16][C:11]=2[N:10]=[C:9]1[S:17]([N:20]1[CH2:25][CH2:24][N:23]([C:48](=[O:49])[CH2:47][N:44]2[CH:43]=[N:42][C:41]3[C:40](=[O:51])[NH:39][C:38]([NH:37][C:35]([O:34][CH2:27][C:28]4[CH:33]=[CH:32][CH:31]=[CH:30][CH:29]=4)=[O:36])=[N:46][C:45]2=3)[CH2:22][C:21]1=[O:26])(=[O:19])=[O:18]. (2) Given the reactants Br[C:2]1[CH:7]=[CH:6][C:5]([O:8][C:9]2[CH:14]=[CH:13][C:12]([Cl:15])=[CH:11][CH:10]=2)=[CH:4][C:3]=1[C:16]([F:19])([F:18])[F:17].[Cl-].[Li+].C([Mg]Cl)(C)C.[CH:27]1([C:30](Cl)=[O:31])[CH2:29][CH2:28]1, predict the reaction product. The product is: [Cl:15][C:12]1[CH:13]=[CH:14][C:9]([O:8][C:5]2[CH:6]=[CH:7][C:2]([C:30]([CH:27]3[CH2:29][CH2:28]3)=[O:31])=[C:3]([C:16]([F:19])([F:18])[F:17])[CH:4]=2)=[CH:10][CH:11]=1. (3) Given the reactants [NH2:1][C:2]1[S:6][C:5]([C:7]([O:9]CC)=O)=[N:4][N:3]=1.[CH2:12]([NH2:14])[CH3:13], predict the reaction product. The product is: [NH2:1][C:2]1[S:6][C:5]([C:7]([NH:14][CH2:12][CH3:13])=[O:9])=[N:4][N:3]=1. (4) Given the reactants C[O:2][C:3](=[O:25])[CH2:4][NH:5][C:6]([C:8]1[C:16]2[C:11](=[CH:12][CH:13]=[C:14]([NH:17][C:18]3[CH:23]=[CH:22][N:21]=[C:20]([NH2:24])[N:19]=3)[CH:15]=2)[NH:10][N:9]=1)=[O:7].[OH-].[Na+].Cl, predict the reaction product. The product is: [NH2:24][C:20]1[N:19]=[C:18]([NH:17][C:14]2[CH:15]=[C:16]3[C:11](=[CH:12][CH:13]=2)[NH:10][N:9]=[C:8]3[C:6]([NH:5][CH2:4][C:3]([OH:25])=[O:2])=[O:7])[CH:23]=[CH:22][N:21]=1. (5) Given the reactants [OH:1][C:2]1[CH:3]=[CH:4][C:5]2[C:9]([C:10]([O:12][CH3:13])=[O:11])=[C:8]([CH3:14])[S:7][C:6]=2[CH:15]=1.Cl[C:17]1[CH:22]=[CH:21][N:20]=[C:19]2[CH:23]=[C:24]([C:26]([N:28]3[CH2:32][CH2:31][CH2:30][C@H:29]3[CH2:33][O:34][CH3:35])=[O:27])[S:25][C:18]=12, predict the reaction product. The product is: [CH3:35][O:34][CH2:33][C@@H:29]1[CH2:30][CH2:31][CH2:32][N:28]1[C:26]([C:24]1[S:25][C:18]2[C:19](=[N:20][CH:21]=[CH:22][C:17]=2[O:1][C:2]2[CH:3]=[CH:4][C:5]3[C:9]([C:10]([O:12][CH3:13])=[O:11])=[C:8]([CH3:14])[S:7][C:6]=3[CH:15]=2)[CH:23]=1)=[O:27]. (6) Given the reactants [CH3:1][S-:2].[Na+].Cl[CH2:5][C:6]([CH3:11])([CH3:10])[C:7]([OH:9])=[O:8], predict the reaction product. The product is: [CH3:10][C:6]([CH3:11])([CH2:5][S:2][CH3:1])[C:7]([OH:9])=[O:8]. (7) The product is: [CH3:15][O:16][CH2:14][CH2:13][O:17][CH2:10][CH2:9][O:8][CH2:7][CH3:12].[C:1]([O:6][CH:7]1[CH2:12][CH2:11][CH2:10][CH2:9][O:8]1)(=[O:5])[C:2]([CH3:4])=[CH2:3].[CH2:13]([O:17][C:18]1[CH:23]=[CH:22][C:21]([CH:24]=[CH2:25])=[CH:20][CH:19]=1)[CH:14]1[O:16][CH2:15]1.[C:26]([O:31][CH2:32][CH2:33][OH:34])(=[O:30])[C:27]([CH3:29])=[CH2:28]. Given the reactants [C:1]([O:6][CH:7]1[CH2:12][CH2:11][CH2:10][CH2:9][O:8]1)(=[O:5])[C:2]([CH3:4])=[CH2:3].[CH2:13]([O:17][C:18]1[CH:23]=[CH:22][C:21]([CH:24]=[CH2:25])=[CH:20][CH:19]=1)[CH:14]1[O:16][CH2:15]1.[C:26]([O:31][CH2:32][CH2:33][OH:34])(=[O:30])[C:27]([CH3:29])=[CH2:28].N(C(C)(CC)C([O-])=O)=NC(C)(CC)C([O-])=O, predict the reaction product. (8) Given the reactants [CH:1]([N:4]1[C:8]([C:9]2[S:10][C:11]3[CH2:12][CH2:13][O:14][C:15]4[CH:22]=[C:21](C=O)[CH:20]=[CH:19][C:16]=4[C:17]=3[N:18]=2)=[N:7][CH:6]=[N:5]1)([CH3:3])[CH3:2].[NH:25]1[CH2:32][CH2:31][CH2:30][C@H:26]1C(O)=O.C(O[BH-](O[C:43](=[O:45])[CH3:44])OC(=O)C)(=O)C.[Na+].C([N:50](CC)C(C)C)(C)C.[Cl-].[NH4+].F[P-](F)(F)(F)(F)F.C[N+](C)=C(N(C)C)ON1C2N=CC=CC=2N=N1.C([O-])(O)=O.[Na+], predict the reaction product. The product is: [CH:1]([N:4]1[C:8]([C:9]2[S:10][C:11]3[CH2:12][CH2:13][O:14][C:15]4[CH:22]=[C:21]([CH2:26][N:25]5[CH2:32][CH2:31][CH2:30][C@H:44]5[C:43]([NH2:50])=[O:45])[CH:20]=[CH:19][C:16]=4[C:17]=3[N:18]=2)=[N:7][CH:6]=[N:5]1)([CH3:2])[CH3:3]. (9) Given the reactants [H-].[Na+].[C:3]([C:5]1[CH:24]=[CH:23][C:8]([CH2:9][CH:10]([C:17]([O:19][CH2:20][CH:21]=[CH2:22])=[O:18])[C:11]([O:13][CH2:14][CH:15]=[CH2:16])=[O:12])=[CH:7][CH:6]=1)#[N:4].Br[CH2:26][CH2:27][C:28]1[CH:37]=[CH:36][C:31]([C:32]([O:34][CH3:35])=[O:33])=[CH:30][CH:29]=1.O, predict the reaction product. The product is: [C:3]([C:5]1[CH:6]=[CH:7][C:8]([CH2:9][C:10]([CH2:26][CH2:27][C:28]2[CH:37]=[CH:36][C:31]([C:32]([O:34][CH3:35])=[O:33])=[CH:30][CH:29]=2)([C:11]([O:13][CH2:14][CH:15]=[CH2:16])=[O:12])[C:17]([O:19][CH2:20][CH:21]=[CH2:22])=[O:18])=[CH:23][CH:24]=1)#[N:4]. (10) Given the reactants N[C:2]1[S:3][C:4]2[CH:10]=[CH:9][CH:8]=[C:7]([CH3:11])[C:5]=2[N:6]=1.C(ON=O)CC(C)C, predict the reaction product. The product is: [CH3:11][C:7]1[C:5]2[N:6]=[CH:2][S:3][C:4]=2[CH:10]=[CH:9][CH:8]=1.